Dataset: Reaction yield outcomes from USPTO patents with 853,638 reactions. Task: Predict the reaction yield, written as a fraction of the theoretical maximum amount of product (1.0 means a 100% yield; for example, 0.34 means a 34% yield). (1) The reactants are [C:1](Cl)(=O)C.[Cl:5][C:6]1[CH:14]=[C:13]([OH:15])[C:12]([N+:16]([O-:18])=[O:17])=[CH:11][C:7]=1[C:8]([OH:10])=[O:9]. The catalyst is CO. The product is [Cl:5][C:6]1[CH:14]=[C:13]([OH:15])[C:12]([N+:16]([O-:18])=[O:17])=[CH:11][C:7]=1[C:8]([O:10][CH3:1])=[O:9]. The yield is 0.910. (2) The reactants are [CH3:1][C:2]1([CH3:28])[C:14]2[CH:13]=[C:12]([C:15]3[C:20]4[S:21][C:22]5[CH:27]=[CH:26][CH:25]=[CH:24][C:23]=5[C:19]=4[CH:18]=[CH:17][CH:16]=3)[CH:11]=[CH:10][C:9]=2[C:8]2[C:3]1=[CH:4][CH:5]=[CH:6][CH:7]=2.C([Li])CCC.[B:34](OC)([O:37]C)[O:35]C.Cl. The catalyst is CCCCCC.C1(C)C=CC=CC=1.O1CCCC1. The product is [CH3:1][C:2]1([CH3:28])[C:14]2[CH:13]=[C:12]([C:15]3[C:20]4[S:21][C:22]5[C:27]([B:34]([OH:37])[OH:35])=[CH:26][CH:25]=[CH:24][C:23]=5[C:19]=4[CH:18]=[CH:17][CH:16]=3)[CH:11]=[CH:10][C:9]=2[C:8]2[C:3]1=[CH:4][CH:5]=[CH:6][CH:7]=2. The yield is 0.480. (3) The reactants are C[O:2][C:3]1[CH:20]=[CH:19][C:6]([CH2:7][C:8]2[O:9][C:10]([C:13]3[CH:18]=[CH:17][CH:16]=[CH:15][CH:14]=3)=[CH:11][CH:12]=2)=[CH:5][CH:4]=1.B(Br)(Br)Br. No catalyst specified. The product is [C:13]1([C:10]2[O:9][C:8]([CH2:7][C:6]3[CH:5]=[CH:4][C:3]([OH:2])=[CH:20][CH:19]=3)=[CH:12][CH:11]=2)[CH:14]=[CH:15][CH:16]=[CH:17][CH:18]=1. The yield is 0.990. (4) The reactants are C(OC([NH:8][C@@H:9]([CH3:12])[CH2:10][OH:11])=O)(C)(C)C.O[C:14]1[CH:29]=[CH:28][C:17]([C:18]([O:20][CH2:21][C:22]2[CH:27]=[CH:26][CH:25]=[CH:24][CH:23]=2)=[O:19])=[CH:16][CH:15]=1.C1C=CC(P(C2C=CC=CC=2)C2C=CC=CC=2)=CC=1.CC(OC(/N=N/C(OC(C)C)=O)=O)C. The catalyst is C1COCC1. The product is [NH2:8][C@@H:9]([CH3:12])[CH2:10][O:11][C:14]1[CH:29]=[CH:28][C:17]([C:18]([O:20][CH2:21][C:22]2[CH:27]=[CH:26][CH:25]=[CH:24][CH:23]=2)=[O:19])=[CH:16][CH:15]=1. The yield is 0.600. (5) The reactants are [NH2:1][C:2]1[C:15]([O:16][CH2:17][C:18]2[CH:23]=[CH:22][CH:21]=[CH:20][CH:19]=2)=[CH:14][C:13]2[C@:12]34[CH2:24][CH2:25][N:26]([C:27]([O:29][CH2:30][C:31]5[CH:36]=[CH:35][CH:34]=[CH:33][CH:32]=5)=[O:28])[C@@H:6]([C@@H:7]3[CH2:8][CH2:9][CH2:10][CH2:11]4)[CH2:5][C:4]=2[CH:3]=1.Cl[C:38]1[CH:43]=[CH:42][CH:41]=[CH:40][C:39]=1[N+:44]([O-:46])=[O:45].C1C=CC(P(C2C(C3C(P(C4C=CC=CC=4)C4C=CC=CC=4)=CC=C4C=3C=CC=C4)=C3C(C=CC=C3)=CC=2)C2C=CC=CC=2)=CC=1.CC(C)([O-])C.[Na+]. The catalyst is C1(C)C=CC=CC=1.CC([O-])=O.CC([O-])=O.[Pd+2]. The product is [CH2:17]([O:16][C:15]1[C:2]([NH:1][C:38]2[CH:43]=[CH:42][CH:41]=[CH:40][C:39]=2[N+:44]([O-:46])=[O:45])=[CH:3][C:4]2[CH2:5][C@H:6]3[N:26]([C:27]([O:29][CH2:30][C:31]4[CH:32]=[CH:33][CH:34]=[CH:35][CH:36]=4)=[O:28])[CH2:25][CH2:24][C@@:12]4([C:13]=2[CH:14]=1)[C@H:7]3[CH2:8][CH2:9][CH2:10][CH2:11]4)[C:18]1[CH:23]=[CH:22][CH:21]=[CH:20][CH:19]=1. The yield is 0.770. (6) The reactants are [CH3:1][C:2]1[CH:3]=[C:4]([C:9]2[N:13]([CH3:14])[N:12]=[C:11]([C:15](=[N:17][NH:18][C:19]([C:21]3[CH:30]=[CH:29][C:24]([C:25]([O:27]C)=[O:26])=[CH:23][CH:22]=3)=[O:20])[CH3:16])[C:10]=2[OH:31])[CH:5]=[C:6]([CH3:8])[CH:7]=1.CO.[OH-].[Na+].Cl. The catalyst is O. The product is [CH3:8][C:6]1[CH:5]=[C:4]([C:9]2[N:13]([CH3:14])[N:12]=[C:11]([C:15](=[N:17][NH:18][C:19]([C:21]3[CH:22]=[CH:23][C:24]([C:25]([OH:27])=[O:26])=[CH:29][CH:30]=3)=[O:20])[CH3:16])[C:10]=2[OH:31])[CH:3]=[C:2]([CH3:1])[CH:7]=1. The yield is 0.270. (7) The yield is 0.760. The product is [CH3:21][O:20][C:17]1[CH:18]=[CH:19][C:14]([CH2:13][C@@H:9]([NH:8][C:6](=[O:7])[O:5][C:1]([CH3:2])([CH3:3])[CH3:4])[C:10](=[O:12])[N:29]2[CH2:28][C:27]([CH2:22][CH2:23][CH2:24][CH2:25][CH3:26])([C:31]3[CH:36]=[CH:35][C:34]([F:37])=[CH:33][CH:32]=3)[CH2:30]2)=[CH:15][CH:16]=1. The reactants are [C:1]([O:5][C:6]([NH:8][C@H:9]([CH2:13][C:14]1[CH:19]=[CH:18][C:17]([O:20][CH3:21])=[CH:16][CH:15]=1)[C:10]([OH:12])=O)=[O:7])([CH3:4])([CH3:3])[CH3:2].[CH2:22]([C:27]1([C:31]2[CH:36]=[CH:35][C:34]([F:37])=[CH:33][CH:32]=2)[CH2:30][NH:29][CH2:28]1)[CH2:23][CH2:24][CH2:25][CH3:26].C(Cl)CCl.C1C=CC2N(O)N=NC=2C=1.C(N(CC)CC)C. The catalyst is CN(C=O)C.